Binary Classification. Given a drug SMILES string, predict its activity (active/inactive) in a high-throughput screening assay against a specified biological target. From a dataset of Cav3 T-type calcium channel HTS with 100,875 compounds. (1) The drug is O(CC(=O)c1[nH]c(c(c1C)C(=O)C)C)c1c(OC)cccc1. The result is 0 (inactive). (2) The drug is Oc1c(cc(c(c1)C)C)C(=O)c1c(cccc1)C(O)=O. The result is 0 (inactive). (3) The drug is FC(F)(F)c1cc2C3C(Cc4c3cccc4)C(Nc2cc1)C(OCC)=O. The result is 0 (inactive). (4) The drug is S(=O)(=O)(Nc1n(c2ccccc2)c(=O)nc2c1cccc2)c1ccc(OC)cc1. The result is 0 (inactive). (5) The compound is s1nc(SC)c(c1N\N=C\c1cc(OC)ccc1)C#N. The result is 0 (inactive). (6) The molecule is S(=O)(=O)(NCCc1cc(OC)c(OC)cc1)c1c(OCC)cc(n2nnnc2)c(OCC)c1. The result is 0 (inactive). (7) The drug is OC(CN1CCN(CC1)C(OCC)=O)COc1c(OC)cccc1OC. The result is 0 (inactive). (8) The drug is Fc1ccc(C2CC(O)=C(C3NCCc4c3cccc4)C(=O)C2)cc1. The result is 0 (inactive). (9) The result is 0 (inactive). The drug is S(=O)(=O)(CCC(NC(=O)C)C(=O)Nc1noc(c1)C)C. (10) The drug is Brc1cc(C(=O)NCCN2C(CN3C(CN=C23)Cc2ccccc2)Cc2ccc(O)cc2)ccc1C. The result is 0 (inactive).